Predict the product of the given reaction. From a dataset of Forward reaction prediction with 1.9M reactions from USPTO patents (1976-2016). Given the reactants [NH2:1][C:2]1[O:3][CH2:4][C@@:5]2([N:28]=1)[C:18]1[CH:17]=[C:16]([OH:19])[CH:15]=[C:14]([F:20])[C:13]=1[O:12][C:11]1[C:6]2=[CH:7][C:8]([C:21]2[C:22]([F:27])=[N:23][CH:24]=[CH:25][CH:26]=2)=[CH:9][CH:10]=1.[F:29][C:30]([F:49])([F:48])[S:31](N(C1C=CC=CC=1)[S:31]([C:30]([F:49])([F:48])[F:29])(=[O:33])=[O:32])(=[O:33])=[O:32].[CH2:50]([Cl:52])[Cl:51], predict the reaction product. The product is: [CH2:50]([Cl:52])[Cl:51].[CH3:2][OH:3].[NH4+:1].[OH-:32].[F:29][C:30]([F:49])([F:48])[S:31]([O:19][C:16]1[CH:17]=[C:18]2[C:13]([O:12][C:11]3[CH:10]=[CH:9][C:8]([C:21]4[C:22]([F:27])=[N:23][CH:24]=[CH:25][CH:26]=4)=[CH:7][C:6]=3[C@:5]32[CH2:4][O:3][C:2]([NH2:1])=[N:28]3)=[C:14]([F:20])[CH:15]=1)(=[O:33])=[O:32].